This data is from Catalyst prediction with 721,799 reactions and 888 catalyst types from USPTO. The task is: Predict which catalyst facilitates the given reaction. (1) Reactant: Cl[C:2]1[CH2:7][C:6](=[O:8])[N:5]2[N:9]=[C:10]([CH3:19])[C:11]([C:12]3[CH:17]=[CH:16][C:15]([F:18])=[CH:14][CH:13]=3)=[C:4]2[N:3]=1.CC1(C)C(C)(C)OB([C:28]2[CH:29]=[C:30]3[C:35](=[CH:36][CH:37]=2)[N:34]=[CH:33][CH:32]=[CH:31]3)O1.CC(C1C=C(C(C)C)C(C2C=CC=CC=2P(C2CCCCC2)C2CCCCC2)=C(C(C)C)C=1)C.[O-]P([O-])([O-])=O.[K+].[K+].[K+]. Product: [F:18][C:15]1[CH:16]=[CH:17][C:12]([C:11]2[C:10]([CH3:19])=[N:9][N:5]3[C:6](=[O:8])[CH:7]=[C:2]([C:28]4[CH:29]=[C:30]5[C:35](=[CH:36][CH:37]=4)[N:34]=[CH:33][CH:32]=[CH:31]5)[NH:3][C:4]=23)=[CH:13][CH:14]=1. The catalyst class is: 552. (2) Product: [Cl:36][C:33]1[CH:32]=[CH:31][C:30]([C:19]2[N:20]([CH2:23][C@H:24]([OH:29])[C:25]([F:26])([F:27])[F:28])[C:21](=[O:22])[N:17]([CH2:16][C:15]([NH:14][CH:3]([C:2]3[NH:1][C:47](=[O:48])[O:39][N:38]=3)[C:4]3[CH:9]=[CH:8][CH:7]=[C:6]([C:10]([F:11])([F:13])[F:12])[CH:5]=3)=[O:37])[N:18]=2)=[CH:35][CH:34]=1. The catalyst class is: 18. Reactant: [NH2:1]/[C:2](=[N:38]\[OH:39])/[CH:3]([NH:14][C:15](=[O:37])[CH2:16][N:17]1[C:21](=[O:22])[N:20]([CH2:23][C@H:24]([OH:29])[C:25]([F:28])([F:27])[F:26])[C:19]([C:30]2[CH:35]=[CH:34][C:33]([Cl:36])=[CH:32][CH:31]=2)=[N:18]1)[C:4]1[CH:9]=[CH:8][CH:7]=[C:6]([C:10]([F:13])([F:12])[F:11])[CH:5]=1.N1C=CC=CC=1.Cl[C:47](OCC(C)C)=[O:48].Cl. (3) Reactant: CC1ON=C(C(NC(C2C=CC(N[C:22](=[O:41])[CH2:23][C:24]3[CH:40]=[CH:39][C:27]4[N:28]=C(NC5C=CC=CC=5C)[O:30][C:26]=4[CH:25]=3)=CC=2)CC(O)=O)=O)C=1.C([O-])=[O:43].[NH4+].[CH2:46](O)[CH3:47]. Product: [NH2:28][C:27]1[CH:39]=[CH:40][C:24]([CH2:23][C:22]([O:41][CH2:46][CH3:47])=[O:43])=[CH:25][C:26]=1[OH:30]. The catalyst class is: 45. (4) Reactant: [Cl:1][C:2]1[CH:7]=[CH:6][C:5]([C:8]([N:16]2[C:24]3[C:19](=[C:20]([N:25](COCC[Si](C)(C)C)[S:26]([CH3:29])(=[O:28])=[O:27])[CH:21]=[CH:22][CH:23]=3)[CH:18]=[N:17]2)([CH:11]2[CH2:13][CH:12]2[C:14]#[N:15])[CH2:9][CH3:10])=[CH:4][CH:3]=1. Product: [Cl:1][C:2]1[CH:7]=[CH:6][C:5]([C:8]([N:16]2[C:24]3[C:19](=[C:20]([NH:25][S:26]([CH3:29])(=[O:28])=[O:27])[CH:21]=[CH:22][CH:23]=3)[CH:18]=[N:17]2)([CH:11]2[CH2:13][CH:12]2[C:14]#[N:15])[CH2:9][CH3:10])=[CH:4][CH:3]=1. The catalyst class is: 422. (5) Reactant: [CH2:1]([OH:19])[CH2:2][O:3][CH2:4][CH2:5][O:6][CH2:7][CH2:8][O:9][CH2:10][CH2:11][O:12][CH2:13][CH2:14][O:15][CH2:16][CH2:17][OH:18].[CH3:20][C:21]([Si:24](Cl)([CH3:26])[CH3:25])([CH3:23])[CH3:22].N1C=CN=C1. Product: [C:21]([Si:24]([CH3:26])([CH3:25])[O:18][CH2:17][CH2:16][O:15][CH2:14][CH2:13][O:12][CH2:11][CH2:10][O:9][CH2:8][CH2:7][O:6][CH2:5][CH2:4][O:3][CH2:2][CH2:1][OH:19])([CH3:23])([CH3:22])[CH3:20]. The catalyst class is: 3.